Dataset: Forward reaction prediction with 1.9M reactions from USPTO patents (1976-2016). Task: Predict the product of the given reaction. The product is: [CH:1]1([N:4]([CH:5]([C:7]2[CH:12]=[C:11]([CH:13]=[CH2:14])[N:10]=[C:9](/[CH:15]=[CH:16]/[CH2:30][NH:29][C:27]([O:26][CH3:22])=[O:28])[CH:8]=2)[CH3:6])[C:35]([C@@H:31]2[O:32][CH2:33][CH2:34][N:29]([C:27]([O:26][C:22]([CH3:23])([CH3:24])[CH3:25])=[O:28])[CH2:30]2)=[O:37])[CH2:2][CH2:3]1. Given the reactants [CH:1]1([NH:4][CH:5]([C:7]2[CH:12]=[C:11]([CH:13]=[CH2:14])[N:10]=[C:9](/[CH:15]=[CH:16]/NC(=O)OC)[CH:8]=2)[CH3:6])[CH2:3][CH2:2]1.[C:22]([O:26][C:27]([N:29]1[CH2:34][CH2:33][O:32][C@@H:31]([C:35]([OH:37])=O)[CH2:30]1)=[O:28])([CH3:25])([CH3:24])[CH3:23], predict the reaction product.